From a dataset of Aqueous solubility values for 9,982 compounds from the AqSolDB database. Regression/Classification. Given a drug SMILES string, predict its absorption, distribution, metabolism, or excretion properties. Task type varies by dataset: regression for continuous measurements (e.g., permeability, clearance, half-life) or binary classification for categorical outcomes (e.g., BBB penetration, CYP inhibition). For this dataset (solubility_aqsoldb), we predict Y. (1) The compound is Clc1cccc(-c2c(Cl)c(Cl)cc(Cl)c2Cl)c1Cl. The Y is -8.60 log mol/L. (2) The molecule is Cc1cccc(N)c1. The Y is -0.951 log mol/L. (3) The molecule is FC(F)(Cl)C(F)(F)Cl. The Y is -2.74 log mol/L. (4) The drug is COc1c(Cl)ccc(Cl)c1C(=O)O. The Y is -1.70 log mol/L. (5) The drug is CC1(C)CO1. The Y is -0.0945 log mol/L. (6) The Y is 0.525 log mol/L. The drug is CC(O)(P(=O)(O)O)P(=O)(O)O. (7) The drug is CCNC(=O)COC(=O)c1ccccc1. The Y is -2.24 log mol/L. (8) The Y is -3.05 log mol/L. The molecule is CCNc1nc(NC(C)C)nc(SC)n1. (9) The compound is CCC(=O)OOC(=O)CC. The Y is -0.963 log mol/L.